Predict the reaction yield, written as a fraction of the theoretical maximum amount of product (1.0 means a 100% yield; for example, 0.34 means a 34% yield). From a dataset of Reaction yield outcomes from USPTO patents with 853,638 reactions. The reactants are [CH2:1]([O:8][C:9]([NH:11][C@@H:12]([CH2:28][C:29]1[CH:34]=[CH:33][CH:32]=[CH:31][CH:30]=1)[C@@H:13]([C@H:15]1[CH2:19][C@@H:18]([OH:20])[CH2:17][N:16]1[C:21]([O:23][C:24]([CH3:27])([CH3:26])[CH3:25])=[O:22])[OH:14])=[O:10])[C:2]1[CH:7]=[CH:6][CH:5]=[CH:4][CH:3]=1.CO[C:37](OC)([CH3:39])[CH3:38].CC1C=CC(S([O-])(=O)=O)=CC=1.C1C=C[NH+]=CC=1. The catalyst is C1C=CC=CC=1. The product is [CH2:28]([C@H:12]1[C@@H:13]([C@H:15]2[CH2:19][C@@H:18]([OH:20])[CH2:17][N:16]2[C:21]([O:23][C:24]([CH3:27])([CH3:26])[CH3:25])=[O:22])[O:14][C:37]([CH3:39])([CH3:38])[N:11]1[C:9]([O:8][CH2:1][C:2]1[CH:7]=[CH:6][CH:5]=[CH:4][CH:3]=1)=[O:10])[C:29]1[CH:30]=[CH:31][CH:32]=[CH:33][CH:34]=1. The yield is 0.590.